From a dataset of Full USPTO retrosynthesis dataset with 1.9M reactions from patents (1976-2016). Predict the reactants needed to synthesize the given product. (1) Given the product [NH:8]1[CH2:12][CH2:11][CH:10]([O:13][C:14]2[C:15]([C:20]3[CH:25]=[CH:24][N:23]=[CH:22][CH:21]=3)=[N:16][CH:17]=[CH:18][CH:19]=2)[CH2:9]1, predict the reactants needed to synthesize it. The reactants are: C([N:8]1[CH2:12][CH2:11][CH:10]([O:13][C:14]2[C:15]([C:20]3[CH:25]=[CH:24][N:23]=[CH:22][CH:21]=3)=[N:16][CH:17]=[CH:18][CH:19]=2)[CH2:9]1)C1C=CC=CC=1.C([O-])=O.[NH4+]. (2) Given the product [CH2:30]([O:29][C:27]([C:26]1[C@H:21]([C:15]2[CH:16]=[CH:17][C:18]([F:20])=[CH:19][C:14]=2[Br:13])[N:22]=[C:23]([C:34]2[S:35][CH:36]=[CH:37][N:38]=2)[NH:24][C:25]=1[CH2:32][N:6]1[CH2:7][C:3]([F:2])([F:12])[CH2:4][C@H:5]1[C:8](=[O:11])[NH:9][CH3:10])=[O:28])[CH3:31], predict the reactants needed to synthesize it. The reactants are: Cl.[F:2][C:3]1([F:12])[CH2:7][NH:6][C@H:5]([C:8](=[O:11])[NH:9][CH3:10])[CH2:4]1.[Br:13][C:14]1[CH:19]=[C:18]([F:20])[CH:17]=[CH:16][C:15]=1[C@H:21]1[C:26]([C:27]([O:29][CH2:30][CH3:31])=[O:28])=[C:25]([CH2:32]Br)[NH:24][C:23]([C:34]2[S:35][CH:36]=[CH:37][N:38]=2)=[N:22]1.C(=O)([O-])[O-].[K+].[K+]. (3) Given the product [F:1][C:2]1[CH:7]=[CH:6][C:5]([F:8])=[CH:4][C:3]=1[N:9]1[CH2:10][CH2:11][N:12]([CH2:16][CH2:17][N:18]2[C:19](=[O:29])[CH2:20][C:21]3([CH2:25][CH2:24][CH2:23][CH2:22]3)[CH2:26][C:27]2=[O:28])[CH2:13][CH2:14]1, predict the reactants needed to synthesize it. The reactants are: [F:1][C:2]1[CH:7]=[CH:6][C:5]([F:8])=[CH:4][C:3]=1[N:9]1[CH2:14][CH2:13][NH:12][CH2:11][CH2:10]1.Cl[CH2:16][CH2:17][N:18]1[C:27](=[O:28])[CH2:26][C:21]2([CH2:25][CH2:24][CH2:23][CH2:22]2)[CH2:20][C:19]1=[O:29].